From a dataset of Reaction yield outcomes from USPTO patents with 853,638 reactions. Predict the reaction yield, written as a fraction of the theoretical maximum amount of product (1.0 means a 100% yield; for example, 0.34 means a 34% yield). (1) The reactants are [F:1][C:2]1[CH:7]=[CH:6][C:5]([N:8]2[CH2:13][CH2:12][N:11]([CH2:14][CH:15]3[CH2:24][CH2:23][C:22]4[C:17](=[CH:18][CH:19]=[CH:20][CH:21]=4)[NH:16]3)[CH2:10][CH2:9]2)=[C:4]([O:25][CH3:26])[CH:3]=1.[C:27](Cl)(=[O:33])[CH2:28][CH2:29][CH2:30][CH2:31][CH3:32]. No catalyst specified. The product is [F:1][C:2]1[CH:7]=[CH:6][C:5]([N:8]2[CH2:9][CH2:10][N:11]([CH2:14][CH:15]3[CH2:24][CH2:23][C:22]4[C:17](=[CH:18][CH:19]=[CH:20][CH:21]=4)[N:16]3[C:27](=[O:33])[CH2:28][CH2:29][CH2:30][CH2:31][CH3:32])[CH2:12][CH2:13]2)=[C:4]([O:25][CH3:26])[CH:3]=1. The yield is 0.750. (2) The reactants are Cl.[CH2:2]([N:6]([S:16]([C:19]1[S:20][CH:21]=[CH:22][CH:23]=1)(=[O:18])=[O:17])[C@H:7]([C:13]([OH:15])=[O:14])[CH2:8][CH2:9][CH2:10][CH2:11][NH2:12])[CH:3]([CH3:5])[CH3:4].[OH-:24].[Na+].[OH2:26].CCO[C:30]([CH3:32])=[O:31].[CH2:33]1[CH2:37]O[CH2:35][CH2:34]1. No catalyst specified. The product is [CH3:35][C:34]1[CH:22]=[CH:23][C:19]([S:16]([NH:6][C@H:32]([C:30]([NH:12][CH2:11][CH2:10][CH2:9][CH2:8][C@H:7]([N:6]([S:16]([C:19]2[S:20][CH:21]=[CH:22][CH:23]=2)(=[O:18])=[O:17])[CH2:2][CH:3]([CH3:5])[CH3:4])[C:13]([OH:15])=[O:14])=[O:31])[CH2:37][C:33]2[CH:4]=[CH:3][CH:2]=[CH:35][CH:34]=2)(=[O:26])=[O:24])=[CH:37][CH:33]=1. The yield is 0.570. (3) The reactants are F[C:2]1[CH:7]=[CH:6][N:5]2[C:8]([C:11]([NH:13][C:14]3[CH:22]=[CH:21][CH:20]=[C:19]4[C:15]=3[C:16]([CH3:33])=[N:17][N:18]4[CH2:23][C:24]3[CH:29]=[CH:28][CH:27]=[C:26]([CH:30]([CH3:32])[CH3:31])[N:25]=3)=[O:12])=[CH:9][N:10]=[C:4]2[CH:3]=1.[CH3:34][C:35]1([CH3:45])[N:40]([CH3:41])[CH2:39][CH2:38][N:37]([CH2:42][CH2:43][OH:44])[CH2:36]1.O1CCN(CCO)CC1. No catalyst specified. The product is [CH:30]1([C:26]2[N:25]=[C:24]([CH2:23][N:18]3[C:19]4[C:15](=[C:14]([NH:13][C:11]([C:8]5[N:5]6[CH:6]=[CH:7][C:2]([O:44][CH2:43][CH2:42][N:37]7[CH2:38][CH2:39][N:40]([CH3:41])[C:35]([CH3:45])([CH3:34])[CH2:36]7)=[CH:3][C:4]6=[N:10][CH:9]=5)=[O:12])[CH:22]=[CH:21][CH:20]=4)[C:16]([CH3:33])=[N:17]3)[CH:29]=[CH:28][CH:27]=2)[CH2:31][CH2:32]1. The yield is 0.190. (4) The reactants are [CH:1]1([C:4]([N:6]2[CH2:10][CH2:9][C@@H:8]([CH2:11][NH:12][C:13]3[C:18]([NH2:19])=[CH:17][C:16]([CH3:20])=[CH:15][N:14]=3)[CH2:7]2)=[O:5])[CH2:3][CH2:2]1.[Br:21][C:22]1[CH:29]=[CH:28][C:25]([CH:26]=O)=[CH:24][CH:23]=1.C(O)(=O)C. The catalyst is C(O)CCC. The product is [Br:21][C:22]1[CH:29]=[CH:28][C:25]([C:26]2[N:12]([CH2:11][C@@H:8]3[CH2:9][CH2:10][N:6]([C:4]([CH:1]4[CH2:3][CH2:2]4)=[O:5])[CH2:7]3)[C:13]3=[N:14][CH:15]=[C:16]([CH3:20])[CH:17]=[C:18]3[N:19]=2)=[CH:24][CH:23]=1. The yield is 0.610. (5) The catalyst is ClCCl. The product is [CH2:27]([O:29][CH2:30][C:31]1[N:12]([CH2:13][C:14]2([OH:19])[CH2:18][CH2:17][CH2:16][CH2:15]2)[C:11]2[C:10]3[CH:9]=[CH:8][CH:7]=[CH:6][C:5]=3[N:4]=[CH:3][C:2]=2[N:1]=1)[CH3:28]. The yield is 0.490. The reactants are [NH2:1][C:2]1[CH:3]=[N:4][C:5]2[C:10]([C:11]=1[NH:12][CH2:13][C:14]1([OH:19])[CH2:18][CH2:17][CH2:16][CH2:15]1)=[CH:9][CH:8]=[CH:7][CH:6]=2.C(N(CC)CC)C.[CH2:27]([O:29][CH2:30][C:31](Cl)=O)[CH3:28].